From a dataset of Forward reaction prediction with 1.9M reactions from USPTO patents (1976-2016). Predict the product of the given reaction. (1) Given the reactants [CH:1]1[C:10]2[C:5](=[CH:6][CH:7]=[CH:8][CH:9]=2)[CH:4]=[CH:3][C:2]=1[NH:11][C:12](=[O:36])[C@H:13]([CH2:15][S:16][C:17]([C:30]1[CH:35]=[CH:34][CH:33]=[CH:32][CH:31]=1)([C:24]1[CH:29]=[CH:28][CH:27]=[CH:26][CH:25]=1)[C:18]1[CH:23]=[CH:22][CH:21]=[CH:20][CH:19]=1)[NH2:14].[CH3:37][O:38][C:39]1[CH:40]=[C:41]2[C:45](=[CH:46][CH:47]=1)[NH:44][C:43]([CH3:48])=[C:42]2[CH2:49][C:50](O)=[O:51], predict the reaction product. The product is: [C:17]([S:16][CH2:15][C@@H:13]([C:12]([NH:11][C:2]1[CH:3]=[CH:4][C:5]2[C:10](=[CH:9][CH:8]=[CH:7][CH:6]=2)[CH:1]=1)=[O:36])[NH:14][C:50](=[O:51])[CH2:49][C:42]1[C:41]2[C:45](=[CH:46][CH:47]=[C:39]([O:38][CH3:37])[CH:40]=2)[NH:44][C:43]=1[CH3:48])([C:30]1[CH:35]=[CH:34][CH:33]=[CH:32][CH:31]=1)([C:24]1[CH:25]=[CH:26][CH:27]=[CH:28][CH:29]=1)[C:18]1[CH:23]=[CH:22][CH:21]=[CH:20][CH:19]=1. (2) Given the reactants [Cl:1][C:2]1[CH:3]=[C:4]([S:9](Cl)(=[O:11])=[O:10])[CH:5]=[CH:6][C:7]=1[F:8].[OH-].[NH4+:14], predict the reaction product. The product is: [Cl:1][C:2]1[CH:3]=[C:4]([S:9]([NH2:14])(=[O:11])=[O:10])[CH:5]=[CH:6][C:7]=1[F:8]. (3) Given the reactants [CH2:1]([O:3][C:4]([C:6]1([O:18][CH2:19][CH:20]=[CH2:21])[CH2:10][CH2:9][N:8](CC2C=CC=CC=2)[CH2:7]1)=[O:5])[CH3:2].C([O-])=O.[NH4+], predict the reaction product. The product is: [CH2:1]([O:3][C:4]([C:6]1([O:18][CH2:19][CH2:20][CH3:21])[CH2:10][CH2:9][NH:8][CH2:7]1)=[O:5])[CH3:2]. (4) Given the reactants C([O:3][C:4](=[O:20])[C@@H:5]([O:18][CH3:19])[CH2:6][C:7]1[CH:12]=[CH:11][C:10]([O:13][CH2:14][CH2:15][CH2:16]Br)=[CH:9][CH:8]=1)C.[OH:21][C:22]1[CH:27]=[CH:26][C:25]([C:28](=[O:33])[C:29]([CH3:32])([CH3:31])[CH3:30])=[CH:24][CH:23]=1.[OH-].[Na+], predict the reaction product. The product is: [CH3:30][C:29]([CH3:32])([CH3:31])[C:28]([C:25]1[CH:24]=[CH:23][C:22]([O:21][CH2:16][CH2:15][CH2:14][O:13][C:10]2[CH:9]=[CH:8][C:7]([CH2:6][C@H:5]([O:18][CH3:19])[C:4]([OH:3])=[O:20])=[CH:12][CH:11]=2)=[CH:27][CH:26]=1)=[O:33]. (5) Given the reactants [F:1][C:2]([F:17])([F:16])[C:3]1[CH:8]=[CH:7][C:6]([C:9]2[S:13][C:12]([CH2:14][OH:15])=[CH:11][CH:10]=2)=[CH:5][CH:4]=1.[CH3:18][O:19][C:20](=[O:31])[CH2:21][CH2:22][C:23]1[CH:28]=[CH:27][C:26](O)=[CH:25][C:24]=1[CH3:30].C(P(CCCC)CCCC)CCC.N(C(N1CCCCC1)=O)=NC(N1CCCCC1)=O, predict the reaction product. The product is: [CH3:18][O:19][C:20](=[O:31])[CH2:21][CH2:22][C:23]1[CH:28]=[CH:27][C:26]([O:15][CH2:14][C:12]2[S:13][C:9]([C:6]3[CH:5]=[CH:4][C:3]([C:2]([F:16])([F:1])[F:17])=[CH:8][CH:7]=3)=[CH:10][CH:11]=2)=[CH:25][C:24]=1[CH3:30].